This data is from Full USPTO retrosynthesis dataset with 1.9M reactions from patents (1976-2016). The task is: Predict the reactants needed to synthesize the given product. (1) Given the product [CH2:15]([NH:14][C:2]1[N:10]=[C:9]2[C:5]([N:6]=[CH:7][N:8]2[CH:11]([CH3:13])[CH3:12])=[C:4]([NH:14][C@@H:15]([C:18]2[CH:23]=[CH:22][CH:21]=[CH:20][CH:19]=2)[CH2:16][OH:17])[N:3]=1)[CH2:18][CH2:19][CH2:20][CH2:21][CH3:22], predict the reactants needed to synthesize it. The reactants are: Cl[C:2]1[N:10]=[C:9]2[C:5]([N:6]=[CH:7][N:8]2[CH:11]([CH3:13])[CH3:12])=[C:4]([NH:14][C@@H:15]([C:18]2[CH:23]=[CH:22][CH:21]=[CH:20][CH:19]=2)[CH2:16][OH:17])[N:3]=1. (2) Given the product [CH3:1][O:2][C:3]([C:4]([NH:8][C:9]1[CH:26]=[CH:25][C:12]([O:13][C@@H:14]2[CH2:19][CH2:18][C@H:17]([C:20]([O:22][CH2:23][CH3:24])=[O:21])[CH2:16][CH2:15]2)=[CH:11][C:10]=1[N+:27]([O-:29])=[O:28])=[O:5])=[O:7], predict the reactants needed to synthesize it. The reactants are: [CH3:1][O:2][C:3](=[O:7])[C:4](Cl)=[O:5].[NH2:8][C:9]1[CH:26]=[CH:25][C:12]([O:13][CH:14]2[CH2:19][CH2:18][CH:17]([C:20]([O:22][CH2:23][CH3:24])=[O:21])[CH2:16][CH2:15]2)=[CH:11][C:10]=1[N+:27]([O-:29])=[O:28].N1C=CC=CC=1.